From a dataset of Peptide-MHC class I binding affinity with 185,985 pairs from IEDB/IMGT. Regression. Given a peptide amino acid sequence and an MHC pseudo amino acid sequence, predict their binding affinity value. This is MHC class I binding data. (1) The peptide sequence is PSRGRLGLSR. The MHC is Patr-A0101 with pseudo-sequence Patr-A0101. The binding affinity (normalized) is 0.135. (2) The peptide sequence is KQFKQDAKY. The MHC is HLA-B15:01 with pseudo-sequence HLA-B15:01. The binding affinity (normalized) is 0.524. (3) The peptide sequence is RIYKRSLKL. The MHC is HLA-A02:19 with pseudo-sequence HLA-A02:19. The binding affinity (normalized) is 0.0847. (4) The peptide sequence is SVTKSSSWK. The MHC is HLA-A03:01 with pseudo-sequence HLA-A03:01. The binding affinity (normalized) is 0.812.